From a dataset of Catalyst prediction with 721,799 reactions and 888 catalyst types from USPTO. Predict which catalyst facilitates the given reaction. (1) Reactant: [OH-].[Na+].[Cl:3][C:4]1[CH:5]=[C:6]([C:14]2[O:18][N:17]=[C:16]([C:19]3[CH:24]=[N:23][CH:22]=[C:21]4[N:25]([CH2:28][CH2:29][C:30]([O:32]CC)=[O:31])[CH:26]=[CH:27][C:20]=34)[N:15]=2)[CH:7]=[N:8][C:9]=1[O:10][CH:11]([CH3:13])[CH3:12]. Product: [Cl:3][C:4]1[CH:5]=[C:6]([C:14]2[O:18][N:17]=[C:16]([C:19]3[CH:24]=[N:23][CH:22]=[C:21]4[N:25]([CH2:28][CH2:29][C:30]([OH:32])=[O:31])[CH:26]=[CH:27][C:20]=34)[N:15]=2)[CH:7]=[N:8][C:9]=1[O:10][CH:11]([CH3:13])[CH3:12]. The catalyst class is: 252. (2) Reactant: C(O)(C(F)(F)F)=O.[N:8]1([C:14]2[N:15]=[CH:16][C:17]([C:20]3[CH:21]=[C:22]([O:29][C@@H:30]([C@H:32]4[CH2:36][NH:35][C:34](=[O:37])[CH2:33]4)[CH3:31])[C:23]4[S:27][CH:26]=[N:25][C:24]=4[CH:28]=3)=[N:18][CH:19]=2)[CH2:13][CH2:12][NH:11][CH2:10][CH2:9]1.CCN(CC)CC.[CH3:45][S:46](O[S:46]([CH3:45])(=[O:48])=[O:47])(=[O:48])=[O:47]. Product: [CH3:45][S:46]([N:11]1[CH2:10][CH2:9][N:8]([C:14]2[N:15]=[CH:16][C:17]([C:20]3[CH:21]=[C:22]([O:29][C@@H:30]([C@H:32]4[CH2:36][NH:35][C:34](=[O:37])[CH2:33]4)[CH3:31])[C:23]4[S:27][CH:26]=[N:25][C:24]=4[CH:28]=3)=[N:18][CH:19]=2)[CH2:13][CH2:12]1)(=[O:48])=[O:47]. The catalyst class is: 2. (3) Reactant: Cl[C:2]1[N:3]=[CH:4][C:5]2[N:10]=[N:9][N:8]([C:11]3[CH:16]=[CH:15][C:14]([I:17])=[CH:13][CH:12]=3)[C:6]=2[N:7]=1.Cl.[NH2:19][C@H:20]1[CH2:24][CH2:23][C@H:22]([OH:25])[CH2:21]1.C(N(C(C)C)C(C)C)C.O. Product: [I:17][C:14]1[CH:15]=[CH:16][C:11]([N:8]2[C:6]3[N:7]=[C:2]([NH:19][C@H:20]4[CH2:24][CH2:23][C@H:22]([OH:25])[CH2:21]4)[N:3]=[CH:4][C:5]=3[N:10]=[N:9]2)=[CH:12][CH:13]=1. The catalyst class is: 141.